From a dataset of Catalyst prediction with 721,799 reactions and 888 catalyst types from USPTO. Predict which catalyst facilitates the given reaction. (1) Reactant: [C:1]1([NH:7][C:8]2[CH:13]=[CH:12][CH:11]=[CH:10][CH:9]=2)[CH:6]=[CH:5][CH:4]=[CH:3][CH:2]=1.CC(C)([O-])C.[Na+].[C@@H]1(N)CCCC[C@H]1N.CCCCCCCCCCCC.I[C:41]1[CH:42]=[C:43]([CH3:48])[CH:44]=[C:45]([CH3:47])[CH:46]=1. Product: [CH3:47][C:45]1[CH:46]=[C:41]([N:7]([C:8]2[CH:9]=[CH:10][CH:11]=[CH:12][CH:13]=2)[C:1]2[CH:6]=[CH:5][CH:4]=[CH:3][CH:2]=2)[CH:42]=[C:43]([CH3:48])[CH:44]=1. The catalyst class is: 321. (2) Reactant: Cl[C:2]1[CH:10]=[CH:9][C:5]2=[N:6][O:7][N:8]=[C:4]2[C:3]=1[N+:11]([O-:13])=[O:12].[Cl:14][C:15]1[CH:16]=[C:17]([CH:19]=[C:20]([F:22])[CH:21]=1)[NH2:18]. Product: [Cl:14][C:15]1[CH:16]=[C:17]([NH:18][C:2]2[CH:10]=[CH:9][C:5]3=[N:6][O:7][N:8]=[C:4]3[C:3]=2[N+:11]([O-:13])=[O:12])[CH:19]=[C:20]([F:22])[CH:21]=1. The catalyst class is: 39. (3) Reactant: [CH:1]([C:4]1[N:9]=[C:8]([N:10]2[CH2:15][CH2:14][NH:13][CH2:12][CH2:11]2)[N:7]=[C:6]([NH:16][C:17]2[CH:22]=[CH:21][C:20]([CH3:23])=[CH:19][CH:18]=2)[CH:5]=1)([CH3:3])[CH3:2].[CH3:24][O:25][C:26]1[CH:31]=[CH:30][C:29]([S:32](Cl)(=[O:34])=[O:33])=[CH:28][CH:27]=1.N1C=CC=CC=1. Product: [CH:1]([C:4]1[N:9]=[C:8]([N:10]2[CH2:11][CH2:12][N:13]([S:32]([C:29]3[CH:28]=[CH:27][C:26]([O:25][CH3:24])=[CH:31][CH:30]=3)(=[O:34])=[O:33])[CH2:14][CH2:15]2)[N:7]=[C:6]([NH:16][C:17]2[CH:18]=[CH:19][C:20]([CH3:23])=[CH:21][CH:22]=2)[CH:5]=1)([CH3:3])[CH3:2]. The catalyst class is: 2. (4) Reactant: [F:1][C:2]1[CH:3]=[C:4](/[CH:28]=[CH:29]/[C:30]([O:32]CC)=[O:31])[CH:5]=[CH:6][C:7]=1[O:8][C:9]1[C:18]2[C:13](=[CH:14][C:15]([O:19][CH3:20])=[CH:16][CH:17]=2)[CH:12]=[C:11]([CH3:21])[C:10]=1[C:22]1[CH:27]=[CH:26][CH:25]=[CH:24][CH:23]=1.[OH-].[Na+].Cl. Product: [F:1][C:2]1[CH:3]=[C:4](/[CH:28]=[CH:29]/[C:30]([OH:32])=[O:31])[CH:5]=[CH:6][C:7]=1[O:8][C:9]1[C:18]2[C:13](=[CH:14][C:15]([O:19][CH3:20])=[CH:16][CH:17]=2)[CH:12]=[C:11]([CH3:21])[C:10]=1[C:22]1[CH:27]=[CH:26][CH:25]=[CH:24][CH:23]=1. The catalyst class is: 301.